Dataset: Full USPTO retrosynthesis dataset with 1.9M reactions from patents (1976-2016). Task: Predict the reactants needed to synthesize the given product. (1) Given the product [Cl:8][C:6]1[CH:5]=[C:4]([OH:9])[C:3]2[C:17]([CH3:18])=[C:16]([CH2:15][C:14]3[CH:13]=[CH:12][C:11]([Cl:10])=[CH:24][CH:23]=3)[C:20]([CH3:21])=[N:1][C:2]=2[CH:7]=1, predict the reactants needed to synthesize it. The reactants are: [NH2:1][C:2]1[CH:3]=[C:4]([OH:9])[CH:5]=[C:6]([Cl:8])[CH:7]=1.[Cl:10][C:11]1[CH:24]=[CH:23][C:14]([CH2:15][CH:16]([C:20](=O)[CH3:21])[C:17](=O)[CH3:18])=[CH:13][CH:12]=1.O.C1(C)C=CC(S(O)(=O)=O)=CC=1.ClC1C=C(O)C=C2C=1C(C)=C(CC1C=CC(Cl)=CC=1)C(C)=N2. (2) Given the product [CH:1]1([C@@H:4]([NH:6][C:7]2[N:12]=[C:11]([C:13]3[CH:14]=[C:15](/[CH:18]=[C:24]4/[C:23](=[O:25])[NH:22][C:21](=[O:26])[S:20]/4)[S:16][CH:17]=3)[CH:10]=[N:9][CH:8]=2)[CH3:5])[CH2:2][CH2:3]1, predict the reactants needed to synthesize it. The reactants are: [CH:1]1([C@@H:4]([NH:6][C:7]2[N:12]=[C:11]([C:13]3[CH:14]=[C:15]([CH:18]=O)[S:16][CH:17]=3)[CH:10]=[N:9][CH:8]=2)[CH3:5])[CH2:3][CH2:2]1.[S:20]1[CH2:24][C:23](=[O:25])[NH:22][C:21]1=[O:26].N1CCCCC1. (3) Given the product [CH3:11][C:6]1([C:3]2([CH2:1][CH2:2][OH:13])[CH2:4][CH2:5]2)[O:7][CH2:8][CH2:9][O:10]1, predict the reactants needed to synthesize it. The reactants are: [CH:1]([C:3]1([C:6]2([CH3:11])[O:10][CH2:9][CH2:8][O:7]2)[CH2:5][CH2:4]1)=[CH2:2].B.[O:13]1CCCC1.[OH-].[Na+].OO.S([O-])([O-])(=O)=S.[Na+].[Na+]. (4) Given the product [CH:1]1([C:4]([N:6]([CH2:9][C:10]2[CH:15]=[C:14]([C:16]([F:19])([F:18])[F:17])[CH:13]=[CH:12][C:11]=2[C:20]2[CH:25]=[C:24]([C:26]([F:29])([F:28])[F:27])[CH:23]=[C:22]([CH:30]([CH3:34])[C:31]([Cl:38])=[O:32])[CH:21]=2)[CH2:7][CH3:8])=[O:5])[CH2:3][CH2:2]1, predict the reactants needed to synthesize it. The reactants are: [CH:1]1([C:4]([N:6]([CH2:9][C:10]2[CH:15]=[C:14]([C:16]([F:19])([F:18])[F:17])[CH:13]=[CH:12][C:11]=2[C:20]2[CH:25]=[C:24]([C:26]([F:29])([F:28])[F:27])[CH:23]=[C:22]([CH:30]([CH3:34])[C:31](O)=[O:32])[CH:21]=2)[CH2:7][CH3:8])=[O:5])[CH2:3][CH2:2]1.C(Cl)(=O)C([Cl:38])=O. (5) Given the product [Cl:18][C:11]1[CH:12]=[CH:13][C:14]([O:16][CH3:17])=[CH:15][C:10]=1[O:9][C:4]1[C:5]([OH:6])=[N:22][CH:21]=[N:23][C:3]=1[OH:2], predict the reactants needed to synthesize it. The reactants are: C[O:2][C:3](=O)[CH:4]([O:9][C:10]1[CH:15]=[C:14]([O:16][CH3:17])[CH:13]=[CH:12][C:11]=1[Cl:18])[C:5](OC)=[O:6].Cl.[CH:21]([NH2:23])=[NH:22].